This data is from Forward reaction prediction with 1.9M reactions from USPTO patents (1976-2016). The task is: Predict the product of the given reaction. (1) Given the reactants [CH3:1][O:2][C:3]1[CH:8]=[C:7]([N+:9]([O-])=O)[C:6]([O:12][CH3:13])=[CH:5][C:4]=1[O:14][CH3:15].O.O.[Sn](Cl)(Cl)(Cl)Cl.C(=O)(O)[O-].[Na+], predict the reaction product. The product is: [CH3:13][O:12][C:6]1[CH:5]=[C:4]([O:14][CH3:15])[C:3]([O:2][CH3:1])=[CH:8][C:7]=1[NH2:9]. (2) Given the reactants [F:1][C:2]1[CH:10]=[C:9]([CH3:11])[C:5]([C:6]([OH:8])=O)=[CH:4][N:3]=1.[CH3:12][C:13]1[CH:18]=[C:17]([CH3:19])[C:16]([CH3:20])=[CH:15][C:14]=1[N:21]1[CH2:26][CH2:25][NH:24][CH2:23][CH2:22]1, predict the reaction product. The product is: [F:1][C:2]1[N:3]=[CH:4][C:5]([C:6]([N:24]2[CH2:25][CH2:26][N:21]([C:14]3[CH:15]=[C:16]([CH3:20])[C:17]([CH3:19])=[CH:18][C:13]=3[CH3:12])[CH2:22][CH2:23]2)=[O:8])=[C:9]([CH3:11])[CH:10]=1. (3) Given the reactants [Na].Cl[C:3]1[N:11]=[C:10]2[C:6]([NH:7][CH:8]=[N:9]2)=[C:5]([NH2:12])[N:4]=1.O.[CH2:14]([OH:18])[CH2:15][CH2:16][CH3:17], predict the reaction product. The product is: [CH2:14]([O:18][C:3]1[N:11]=[C:10]2[C:6]([NH:7][CH:8]=[N:9]2)=[C:5]([NH2:12])[N:4]=1)[CH2:15][CH2:16][CH3:17].